Task: Regression. Given two drug SMILES strings and cell line genomic features, predict the synergy score measuring deviation from expected non-interaction effect.. Dataset: NCI-60 drug combinations with 297,098 pairs across 59 cell lines Drug 1: C1=CN(C(=O)N=C1N)C2C(C(C(O2)CO)O)O.Cl. Drug 2: CCC1(C2=C(COC1=O)C(=O)N3CC4=CC5=C(C=CC(=C5CN(C)C)O)N=C4C3=C2)O.Cl. Cell line: M14. Synergy scores: CSS=55.4, Synergy_ZIP=-0.794, Synergy_Bliss=-0.657, Synergy_Loewe=-0.979, Synergy_HSA=3.41.